From a dataset of Peptide-MHC class I binding affinity with 185,985 pairs from IEDB/IMGT. Regression. Given a peptide amino acid sequence and an MHC pseudo amino acid sequence, predict their binding affinity value. This is MHC class I binding data. (1) The peptide sequence is QPFPSQQPY. The MHC is HLA-B54:01 with pseudo-sequence HLA-B54:01. The binding affinity (normalized) is 0. (2) The peptide sequence is KKNHWFILK. The MHC is HLA-B51:01 with pseudo-sequence HLA-B51:01. The binding affinity (normalized) is 0.0847. (3) The peptide sequence is TSFFYRYGFV. The MHC is HLA-A68:02 with pseudo-sequence HLA-A68:02. The binding affinity (normalized) is 1.00. (4) The peptide sequence is FPVRPQVPL. The binding affinity (normalized) is 0. The MHC is HLA-A26:01 with pseudo-sequence HLA-A26:01. (5) The binding affinity (normalized) is 0.370. The MHC is Mamu-A01 with pseudo-sequence Mamu-A01. The peptide sequence is APPCKPLL.